This data is from Catalyst prediction with 721,799 reactions and 888 catalyst types from USPTO. The task is: Predict which catalyst facilitates the given reaction. Reactant: [O:1]1[CH2:6][CH:5]=[C:4]([C:7]2[CH:8]=[C:9]([CH:14]=[CH:15][C:16]=2[O:17]C2CCCCO2)[C:10]([O:12][CH3:13])=[O:11])[CH2:3][CH2:2]1.CC1C=CC(S([O-])(=O)=O)=CC=1.C1C=C[NH+]=CC=1. Product: [O:1]1[CH2:2][CH:3]=[C:4]([C:7]2[CH:8]=[C:9]([CH:14]=[CH:15][C:16]=2[OH:17])[C:10]([O:12][CH3:13])=[O:11])[CH2:5][CH2:6]1. The catalyst class is: 5.